Task: Predict the product of the given reaction.. Dataset: Forward reaction prediction with 1.9M reactions from USPTO patents (1976-2016) (1) Given the reactants [CH2:1]([N:12]([CH2:17][C:18](O)=O)[CH2:13][C:14](O)=O)[CH2:2]N(CC(O)=O)CC(O)=O.C(O)[C@H]([C@H:24]([C@@H:26]([C@@H:28]([CH2:30]O)O)O)O)O.C(O)[C@H]1O[C@H:38]([O:40][C@:41]2([CH2:50]O)O[C@H:44]([CH2:46][OH:47])[C@@H:43](O)[C@@H:42]2O)[C@H](O)[C@@H](O)[C@@H]1O.CC[Hg]S[C:60]1[C:65](C([O-])=O)=CC=C[CH:61]=1.[Na+].[CH2:70](O)C(N)(CO)CO, predict the reaction product. The product is: [CH3:61][CH2:60][CH2:65][CH2:18][CH2:17][N:12]1[C:1]2[C:2](=[CH:30][CH:28]=[CH:26][CH:24]=2)[C:14]([C:46]([C:44]2[CH:43]=[CH:42][C:41]([O:40][CH3:38])=[CH:50][CH:70]=2)=[O:47])=[CH:13]1. (2) Given the reactants [C:1]([O:5][C:6]([N:8]1[CH2:12][CH2:11][C@@H:10]([C:13]2[CH:18]=[CH:17][C:16]([S:19]CC[Si](C)(C)C)=[CH:15][CH:14]=2)[CH2:9]1)=[O:7])([CH3:4])([CH3:3])[CH3:2].[F-].C([N+](CCCC)(CCCC)CCCC)CCC.OS([O-])(=O)=O.[K+].[O-]S([O-])(=O)=O.[Na+].[Na+], predict the reaction product. The product is: [C:1]([O:5][C:6]([N:8]1[CH2:12][CH2:11][C@@H:10]([C:13]2[CH:18]=[CH:17][C:16]([SH:19])=[CH:15][CH:14]=2)[CH2:9]1)=[O:7])([CH3:4])([CH3:2])[CH3:3]. (3) Given the reactants [CH2:1]([O:3][C:4]([C:6]1[CH:7]=[CH:8][C:9]([F:16])=[C:10]2[O:14][CH:13](O)[CH2:12][C:11]=12)=[O:5])[CH3:2].C(OC(C1C=CC(F)=C2OC(OC)CC=12)=O)C.CC1C=CC(S(O)(=O)=O)=CC=1, predict the reaction product. The product is: [CH2:1]([O:3][C:4]([C:6]1[CH:7]=[CH:8][C:9]([F:16])=[C:10]2[O:14][CH:13]=[CH:12][C:11]=12)=[O:5])[CH3:2]. (4) Given the reactants Br[C:2]1[CH:3]=[N:4][CH:5]=[C:6]([Cl:13])[C:7]=1[C:8]([O:10][CH2:11][CH3:12])=[O:9].[CH2:14]([Zn]CC)[CH3:15], predict the reaction product. The product is: [Cl:13][C:6]1[C:7]([C:8]([O:10][CH2:11][CH3:12])=[O:9])=[C:2]([CH2:14][CH3:15])[CH:3]=[N:4][CH:5]=1. (5) Given the reactants [C:1]([C:3]([C:11]1[S:12][CH:13]=[CH:14][CH:15]=1)([CH:8]([CH3:10])[CH3:9])[CH2:4][CH2:5][CH2:6]I)#[N:2].[N:16]1[CH:21]=[CH:20][CH:19]=[C:18]([NH:22][CH:23]2[CH2:28][CH2:27][NH:26][CH2:25][CH2:24]2)[CH:17]=1, predict the reaction product. The product is: [C:1]([C:3]([C:11]1[S:12][CH:13]=[CH:14][CH:15]=1)([CH:8]([CH3:10])[CH3:9])[CH2:4][CH2:5][CH2:6][N:26]1[CH2:27][CH2:28][CH:23]([NH:22][C:18]2[CH:17]=[N:16][CH:21]=[CH:20][CH:19]=2)[CH2:24][CH2:25]1)#[N:2]. (6) Given the reactants FC(F)(F)S(O[C:7]1[CH:8]=[C:9]2[C:14](=[CH:15][C:16]=1[O:17][CH3:18])[N:13]=[CH:12][N:11]=[C:10]2[NH:19][C:20]1[CH:25]=[CH:24][CH:23]=[C:22]([Cl:26])[C:21]=1[F:27])(=O)=O.C(N(CC)CC)C.C1(P(C2C=CC=CC=2)CCCP(C2C=CC=CC=2)C2C=CC=CC=2)C=CC=CC=1.C([SiH](CCCCCCCC)CCCCCCCC)CCCCCCC.CN(C)[CH:93]=[O:94], predict the reaction product. The product is: [Cl:26][C:22]1[C:21]([F:27])=[C:20]([NH:19][C:10]2[C:9]3[C:14](=[CH:15][C:16]([O:17][CH3:18])=[C:7]([CH:93]=[O:94])[CH:8]=3)[N:13]=[CH:12][N:11]=2)[CH:25]=[CH:24][CH:23]=1.